Task: Predict the reaction yield, written as a fraction of the theoretical maximum amount of product (1.0 means a 100% yield; for example, 0.34 means a 34% yield).. Dataset: Reaction yield outcomes from USPTO patents with 853,638 reactions (1) The reactants are C([O-])([O-])=O.[K+].[K+].[F:7][C:8]1[CH:9]=[C:10]([OH:15])[CH:11]=[C:12]([F:14])[CH:13]=1.[CH3:16][O:17][C:18](=[O:27])/[CH:19]=[C:20](\[NH:22][C:23](=[O:26])[CH2:24]Br)/[CH3:21]. The yield is 0.830. The product is [CH3:16][O:17][C:18](=[O:27])/[CH:19]=[C:20](\[NH:22][C:23](=[O:26])[CH2:24][O:15][C:10]1[CH:9]=[C:8]([F:7])[CH:13]=[C:12]([F:14])[CH:11]=1)/[CH3:21]. The catalyst is CC(C)=O. (2) The reactants are [F:1][C:2]([F:25])([F:24])[C:3]1[CH:4]=[C:5]([S:9][C@H:10]2[CH2:15][CH2:14][C@H:13]([NH:16][C:17](=[O:23])[O:18][C:19]([CH3:22])([CH3:21])[CH3:20])[CH2:12][CH2:11]2)[CH:6]=[CH:7][CH:8]=1.C([O-])(O)=[O:27].[Na+].C1C=C(Cl)C=C(C(OO)=O)C=1.[OH2:42]. The catalyst is C(Cl)Cl.CO. The product is [F:25][C:2]([F:24])([F:1])[C:3]1[CH:4]=[C:5]([S:9]([C@H:10]2[CH2:11][CH2:12][C@H:13]([NH:16][C:17](=[O:23])[O:18][C:19]([CH3:20])([CH3:21])[CH3:22])[CH2:14][CH2:15]2)(=[O:27])=[O:42])[CH:6]=[CH:7][CH:8]=1. The yield is 0.930.